This data is from Forward reaction prediction with 1.9M reactions from USPTO patents (1976-2016). The task is: Predict the product of the given reaction. Given the reactants [Cl:1][C:2]1[CH:7]=[CH:6][C:5]([S:8]([NH:11][CH2:12][C:13]2[CH:22]=[CH:21][C:16]([C:17]([O:19][CH3:20])=[O:18])=[CH:15][CH:14]=2)(=[O:10])=[O:9])=[CH:4][CH:3]=1.[F:23][C:24]([F:36])([F:35])[C:25]1[CH:30]=[CH:29][C:28]([C@@H:31](O)[CH2:32][CH3:33])=[CH:27][CH:26]=1.C1C=CC(P(C2C=CC=CC=2)C2C=CC=CC=2)=CC=1.CC(OC(/N=N/C(OC(C)C)=O)=O)C, predict the reaction product. The product is: [Cl:1][C:2]1[CH:7]=[CH:6][C:5]([S:8]([N:11]([CH2:12][C:13]2[CH:14]=[CH:15][C:16]([C:17]([O:19][CH3:20])=[O:18])=[CH:21][CH:22]=2)[C@@H:31]([C:28]2[CH:29]=[CH:30][C:25]([C:24]([F:23])([F:35])[F:36])=[CH:26][CH:27]=2)[CH2:32][CH3:33])(=[O:10])=[O:9])=[CH:4][CH:3]=1.